From a dataset of NCI-60 drug combinations with 297,098 pairs across 59 cell lines. Regression. Given two drug SMILES strings and cell line genomic features, predict the synergy score measuring deviation from expected non-interaction effect. (1) Drug 1: CCCS(=O)(=O)NC1=C(C(=C(C=C1)F)C(=O)C2=CNC3=C2C=C(C=N3)C4=CC=C(C=C4)Cl)F. Drug 2: C1CN(P(=O)(OC1)NCCCl)CCCl. Cell line: UO-31. Synergy scores: CSS=15.2, Synergy_ZIP=3.84, Synergy_Bliss=6.76, Synergy_Loewe=3.92, Synergy_HSA=7.14. (2) Drug 1: C1=CC(=CC=C1CC(C(=O)O)N)N(CCCl)CCCl.Cl. Drug 2: CCC1(CC2CC(C3=C(CCN(C2)C1)C4=CC=CC=C4N3)(C5=C(C=C6C(=C5)C78CCN9C7C(C=CC9)(C(C(C8N6C=O)(C(=O)OC)O)OC(=O)C)CC)OC)C(=O)OC)O.OS(=O)(=O)O. Cell line: SK-MEL-5. Synergy scores: CSS=27.0, Synergy_ZIP=-1.96, Synergy_Bliss=1.38, Synergy_Loewe=-21.5, Synergy_HSA=-2.53. (3) Drug 1: CC1C(C(CC(O1)OC2CC(CC3=C2C(=C4C(=C3O)C(=O)C5=C(C4=O)C(=CC=C5)OC)O)(C(=O)C)O)N)O.Cl. Drug 2: CC1CCC2CC(C(=CC=CC=CC(CC(C(=O)C(C(C(=CC(C(=O)CC(OC(=O)C3CCCCN3C(=O)C(=O)C1(O2)O)C(C)CC4CCC(C(C4)OC)O)C)C)O)OC)C)C)C)OC. Cell line: SN12C. Synergy scores: CSS=39.1, Synergy_ZIP=-6.60, Synergy_Bliss=-0.910, Synergy_Loewe=1.82, Synergy_HSA=2.17.